Dataset: Forward reaction prediction with 1.9M reactions from USPTO patents (1976-2016). Task: Predict the product of the given reaction. Given the reactants [NH:1]1[C:11]2[C:6](=[CH:7][CH:8]=[CH:9][CH:10]=2)[C:4](=O)[C:2]1=[O:3].[OH:12][C:13]1[CH:18]=[CH:17][C:16]([CH:19]([CH3:24])[C:20]([NH:22][NH2:23])=[O:21])=[CH:15][CH:14]=1, predict the reaction product. The product is: [O:3]=[C:2]1[NH:1][C:11]2[C:6](/[C:4]/1=[N:23]/[NH:22][C:20](=[O:21])[CH:19]([C:16]1[CH:17]=[CH:18][C:13]([OH:12])=[CH:14][CH:15]=1)[CH3:24])=[CH:7][CH:8]=[CH:9][CH:10]=2.